From a dataset of Peptide-MHC class II binding affinity with 134,281 pairs from IEDB. Regression. Given a peptide amino acid sequence and an MHC pseudo amino acid sequence, predict their binding affinity value. This is MHC class II binding data. (1) The peptide sequence is DKKCIEWEKAQHGAC. The MHC is HLA-DPA10301-DPB10402 with pseudo-sequence HLA-DPA10301-DPB10402. The binding affinity (normalized) is 0.225. (2) The peptide sequence is CAKSMSLFEVDQTKI. The MHC is DRB1_0701 with pseudo-sequence DRB1_0701. The binding affinity (normalized) is 0.347. (3) The peptide sequence is SLLWNGPMAVSMTGVK. The MHC is DRB5_0101 with pseudo-sequence DRB5_0101. The binding affinity (normalized) is 0. (4) The peptide sequence is LSPISNMVSMANNHV. The MHC is HLA-DQA10101-DQB10501 with pseudo-sequence HLA-DQA10101-DQB10501. The binding affinity (normalized) is 0.225. (5) The peptide sequence is SSNPTILSEGNSFTA. The MHC is DRB1_0802 with pseudo-sequence DRB1_0802. The binding affinity (normalized) is 0.709. (6) The peptide sequence is LVKYVNGDGDVVAVD. The MHC is DRB1_0301 with pseudo-sequence DRB1_0301. The binding affinity (normalized) is 0.167.